From a dataset of Full USPTO retrosynthesis dataset with 1.9M reactions from patents (1976-2016). Predict the reactants needed to synthesize the given product. Given the product [CH3:35][O:36][C:37](=[O:40])[CH2:38][O:28][C:5]1[CH:4]=[CH:3][C:2]([Cl:1])=[C:11]2[C:6]=1[C:7]([CH3:27])=[C:8]([CH2:15][C:16]1[CH:21]=[CH:20][C:19]([N:22]3[CH:26]=[CH:25][CH:24]=[N:23]3)=[CH:18][CH:17]=1)[C:9]([CH:12]([CH3:13])[CH3:14])=[N:10]2, predict the reactants needed to synthesize it. The reactants are: [Cl:1][C:2]1[C:11]2[N:10]=[C:9]([CH:12]([CH3:14])[CH3:13])[C:8]([CH2:15][C:16]3[CH:21]=[CH:20][C:19]([N:22]4[CH:26]=[CH:25][CH:24]=[N:23]4)=[CH:18][CH:17]=3)=[C:7]([CH3:27])[C:6]=2[C:5]([OH:28])=[CH:4][CH:3]=1.C(=O)([O-])[O-].[K+].[K+].[CH3:35][O:36][C:37](=[O:40])[CH2:38]Br.